This data is from Reaction yield outcomes from USPTO patents with 853,638 reactions. The task is: Predict the reaction yield, written as a fraction of the theoretical maximum amount of product (1.0 means a 100% yield; for example, 0.34 means a 34% yield). The reactants are [Cl:1][C:2]1[C:3]([F:12])=[CH:4][C:5]([F:11])=[C:6]([CH:10]=1)[C:7]([OH:9])=[O:8].C(OC(O[C:16]([CH3:19])([CH3:18])[CH3:17])=O)(O[C:16]([CH3:19])([CH3:18])[CH3:17])=O. The catalyst is CN(C)C1C=CN=CC=1.C(O)(C)(C)C. The product is [Cl:1][C:2]1[C:3]([F:12])=[CH:4][C:5]([F:11])=[C:6]([CH:10]=1)[C:7]([O:9][C:16]([CH3:19])([CH3:18])[CH3:17])=[O:8]. The yield is 0.990.